Dataset: Catalyst prediction with 721,799 reactions and 888 catalyst types from USPTO. Task: Predict which catalyst facilitates the given reaction. (1) Reactant: [C:1]([C:3]1[CH:4]=[C:5]([CH:9]=[CH:10][C:11]=1[O:12][CH:13]([CH3:15])[CH3:14])[C:6]([OH:8])=O)#[N:2].CCN=C=NCCCN(C)C.C1C=CC2N(O)N=NC=2C=1.[CH2:37]([C:39]1[C:44](/[C:45](/[NH:48]O)=[N:46]/[H])=[CH:43][CH:42]=[CH:41][C:40]=1[O:50][CH2:51][CH2:52][CH2:53][C:54]([O:56][CH2:57][CH3:58])=[O:55])[CH3:38].CCCC[N+](CCCC)(CCCC)CCCC.[F-]. Product: [C:1]([C:3]1[CH:4]=[C:5]([C:6]2[O:8][N:48]=[C:45]([C:44]3[C:39]([CH2:37][CH3:38])=[C:40]([O:50][CH2:51][CH2:52][CH2:53][C:54]([O:56][CH2:57][CH3:58])=[O:55])[CH:41]=[CH:42][CH:43]=3)[N:46]=2)[CH:9]=[CH:10][C:11]=1[O:12][CH:13]([CH3:15])[CH3:14])#[N:2]. The catalyst class is: 1. (2) Reactant: [O:1]=[C:2]1[CH:7]=[CH:6][N:5]([C:8]2[CH:13]=[CH:12][CH:11]=[C:10]([C:14]([F:17])([F:16])[F:15])[CH:9]=2)[N:4]=[C:3]1[C:18]([OH:20])=O.C1N=CN(C(N2C=NC=C2)=O)C=1.Cl.[CH3:34][O:35][NH:36][CH3:37].CCN(C(C)C)C(C)C. Product: [CH3:34][O:35][N:36]([CH3:37])[C:18]([C:3]1[C:2](=[O:1])[CH:7]=[CH:6][N:5]([C:8]2[CH:13]=[CH:12][CH:11]=[C:10]([C:14]([F:15])([F:16])[F:17])[CH:9]=2)[N:4]=1)=[O:20]. The catalyst class is: 20. (3) Reactant: [NH2:1][C:2]1[CH:3]=[C:4]([Cl:31])[CH:5]=[C:6]2[C:10]=1[NH:9][C:8]([C:11]([NH2:13])=[O:12])=[C:7]2[S:14]([N:17]1[CH2:22][CH2:21][O:20][C@H:19]([CH2:23][O:24][C:25]2[CH:30]=[CH:29][CH:28]=[CH:27][CH:26]=2)[CH2:18]1)(=[O:16])=[O:15].O=[C:33]1[CH2:38][CH2:37][N:36]([C:39]([O:41][CH2:42][CH3:43])=[O:40])[CH2:35][CH2:34]1.C(O)(C(F)(F)F)=O.C(O[BH-](OC(=O)C)OC(=O)C)(=O)C.[Na+]. Product: [C:11]([C:8]1[NH:9][C:10]2[C:6]([C:7]=1[S:14]([N:17]1[CH2:22][CH2:21][O:20][C@H:19]([CH2:23][O:24][C:25]3[CH:26]=[CH:27][CH:28]=[CH:29][CH:30]=3)[CH2:18]1)(=[O:16])=[O:15])=[CH:5][C:4]([Cl:31])=[CH:3][C:2]=2[NH:1][CH:33]1[CH2:38][CH2:37][N:36]([C:39]([O:41][CH2:42][CH3:43])=[O:40])[CH2:35][CH2:34]1)(=[O:12])[NH2:13]. The catalyst class is: 4. (4) Reactant: [NH2:1][CH2:2][CH2:3][NH:4][C:5]([C:7]1[C:8]([C:18]([F:21])([F:20])[F:19])=[N:9][N:10]([C:12]2[CH:17]=[CH:16][CH:15]=[CH:14][CH:13]=2)[CH:11]=1)=[O:6].CCN=C=NCCCN(C)C.Cl.C1C=CC2N(O)N=NC=2C=1.O.[CH:45]1([CH2:48][O:49][CH2:50][C:51]2[O:55][C:54]([C@H:56]3[CH2:61][CH2:60][C@H:59]([C:62](O)=[O:63])[CH2:58][CH2:57]3)=[N:53][N:52]=2)[CH2:47][CH2:46]1.CCN(C(C)C)C(C)C. Product: [CH:45]1([CH2:48][O:49][CH2:50][C:51]2[O:55][C:54]([C@H:56]3[CH2:57][CH2:58][C@H:59]([C:62]([NH:1][CH2:2][CH2:3][NH:4][C:5]([C:7]4[C:8]([C:18]([F:20])([F:21])[F:19])=[N:9][N:10]([C:12]5[CH:17]=[CH:16][CH:15]=[CH:14][CH:13]=5)[CH:11]=4)=[O:6])=[O:63])[CH2:60][CH2:61]3)=[N:53][N:52]=2)[CH2:46][CH2:47]1. The catalyst class is: 23. (5) Reactant: O[CH:2]1[CH2:15][N:14]2[C:5](=[N:6][C:7]3[C:12]([C:13]2=[O:16])=[CH:11][CH:10]=[C:9]([C:17]#[C:18][C:19]2[CH:24]=[CH:23][CH:22]=[CH:21][N:20]=2)[CH:8]=3)[CH2:4][CH2:3]1.CCN(S(F)(F)[F:31])CC. Product: [F:31][CH:2]1[CH2:15][N:14]2[C:5](=[N:6][C:7]3[C:12]([C:13]2=[O:16])=[CH:11][CH:10]=[C:9]([C:17]#[C:18][C:19]2[CH:24]=[CH:23][CH:22]=[CH:21][N:20]=2)[CH:8]=3)[CH2:4][CH2:3]1. The catalyst class is: 2. (6) Reactant: [C:1]([C:3]1[C:18]([O:19][CH2:20][C@@H:21]([NH:26]C(=O)OC(C)(C)C)[CH2:22][CH:23]([CH3:25])[CH3:24])=[CH:17][C:6]2[N:7]([CH3:16])[C:8](=[O:15])[C:9]3[C:14]([C:5]=2[CH:4]=1)=[CH:13][CH:12]=[N:11][CH:10]=3)#[N:2].Cl.O1CCOCC1. Product: [NH2:26][C@@H:21]([CH2:22][CH:23]([CH3:25])[CH3:24])[CH2:20][O:19][C:18]1[C:3]([C:1]#[N:2])=[CH:4][C:5]2[C:14]3[C:9](=[CH:10][N:11]=[CH:12][CH:13]=3)[C:8](=[O:15])[N:7]([CH3:16])[C:6]=2[CH:17]=1. The catalyst class is: 5.